This data is from Catalyst prediction with 721,799 reactions and 888 catalyst types from USPTO. The task is: Predict which catalyst facilitates the given reaction. Reactant: [Cl:1][C:2]1[CH:7]=[CH:6][C:5]([NH:8]C#C[Si](C)(C)C)=[CH:4][CH:3]=1.[CH2:15](N(CC)CC)[CH3:16].Br[C:23]1[CH:28]=[CH:27][CH:26]=[CH:25][C:24]=1[O:29][C:30]([F:33])([F:32])[F:31].CCCC[N+](CCCC)(CCCC)CCCC.[F-]. Product: [Cl:1][C:2]1[CH:3]=[CH:4][C:5]([NH2:8])=[C:6]([C:15]#[C:16][C:23]2[CH:28]=[CH:27][CH:26]=[CH:25][C:24]=2[O:29][C:30]([F:33])([F:32])[F:31])[CH:7]=1. The catalyst class is: 356.